This data is from Reaction yield outcomes from USPTO patents with 853,638 reactions. The task is: Predict the reaction yield, written as a fraction of the theoretical maximum amount of product (1.0 means a 100% yield; for example, 0.34 means a 34% yield). (1) The reactants are C([O:3][C:4](=[O:23])[CH:5](C#N)[CH:6]([C:14]1[CH:19]=[CH:18][C:17]([Br:20])=[CH:16][CH:15]=1)[C:7]1[CH:12]=[CH:11][C:10]([Cl:13])=[CH:9][CH:8]=1)C.C(O)(=O)C.S(=O)(=O)(O)O. The catalyst is O. The product is [Br:20][C:17]1[CH:16]=[CH:15][C:14]([CH:6]([C:7]2[CH:8]=[CH:9][C:10]([Cl:13])=[CH:11][CH:12]=2)[CH2:5][C:4]([OH:23])=[O:3])=[CH:19][CH:18]=1. The yield is 0.500. (2) The reactants are [F:1][C:2]1[C:10]([F:11])=[CH:9][CH:8]=[C:7]([F:12])[C:3]=1C(O)=O.P(Cl)(Cl)(Cl)(Cl)Cl.[N-:19]=[N+]=[N-].[Na+].[NH2:23][C:24]1[CH:29]=[CH:28][C:27]([C:30]2[CH:38]=[CH:37][C:36]([C:39]3[NH:40][C:41]([CH3:44])=[CH:42][N:43]=3)=[C:35]3[C:31]=2[CH2:32][NH:33][C:34]3=[O:45])=[C:26]([F:46])[CH:25]=1.C([O:49][CH2:50]C)C. The catalyst is O.C(OCC)(=O)C.C1COCC1. The product is [F:46][C:26]1[CH:25]=[C:24]([NH:23][C:50]([NH:19][C:3]2[C:7]([F:12])=[CH:8][CH:9]=[C:10]([F:11])[C:2]=2[F:1])=[O:49])[CH:29]=[CH:28][C:27]=1[C:30]1[CH:38]=[CH:37][C:36]([C:39]2[NH:40][C:41]([CH3:44])=[CH:42][N:43]=2)=[C:35]2[C:31]=1[CH2:32][NH:33][C:34]2=[O:45]. The yield is 0.360. (3) The reactants are [CH:1]([N:4]1[CH2:9][CH2:8][N:7]([C:10]2[S:11][C:12]3[CH:18]=[C:17]([OH:19])[CH:16]=[CH:15][C:13]=3[N:14]=2)[CH2:6][CH2:5]1)([CH3:3])[CH3:2].C1N2CN3CN(C2)CN1C3.FC(F)(F)[C:32](O)=[O:33].C([O-])(O)=O.[Na+]. The catalyst is O. The product is [OH:19][C:17]1[CH:16]=[CH:15][C:13]2[N:14]=[C:10]([N:7]3[CH2:6][CH2:5][N:4]([CH:1]([CH3:3])[CH3:2])[CH2:9][CH2:8]3)[S:11][C:12]=2[C:18]=1[CH:32]=[O:33]. The yield is 0.140. (4) The reactants are [Cl-].[NH4+].[CH3:3][C:4]1[C:9]([N+:10]([O-])=O)=[CH:8][CH:7]=[C:6]([S:13]([CH3:16])(=[O:15])=[O:14])[N:5]=1. The catalyst is C(OCC)(=O)C.[Zn]. The product is [CH3:3][C:4]1[C:9]([NH2:10])=[CH:8][CH:7]=[C:6]([S:13]([CH3:16])(=[O:15])=[O:14])[N:5]=1. The yield is 0.460.